This data is from Reaction yield outcomes from USPTO patents with 853,638 reactions. The task is: Predict the reaction yield, written as a fraction of the theoretical maximum amount of product (1.0 means a 100% yield; for example, 0.34 means a 34% yield). (1) The reactants are [F:1][C:2]1[CH:3]=[C:4]([C:10](=[O:12])[CH3:11])[CH:5]=[C:6]([F:9])[C:7]=1[OH:8].Br[CH2:14][CH2:15][CH2:16][Cl:17].C([O-])([O-])=O.[K+].[K+]. The catalyst is CC(C)=O. The product is [Cl:17][CH2:16][CH2:15][CH2:14][O:8][C:7]1[C:2]([F:1])=[CH:3][C:4]([C:10](=[O:12])[CH3:11])=[CH:5][C:6]=1[F:9]. The yield is 1.00. (2) The reactants are [F:1][C:2]1[C:7]([OH:8])=[CH:6][CH:5]=[C:4]([F:9])[C:3]=1[NH:10][C:11](=O)[C:12]1[CH:17]=[C:16]([C:18]2[CH:23]=[CH:22][C:21]([F:24])=[C:20]([F:25])[CH:19]=2)[CH:15]=[C:14]([CH3:26])[C:13]=1[CH3:27]. The catalyst is C1COCC1. The product is [F:25][C:20]1[CH:19]=[C:18]([C:16]2[CH:15]=[C:14]([CH3:26])[C:13]([CH3:27])=[C:12]([CH2:11][NH:10][C:3]3[C:2]([F:1])=[C:7]([OH:8])[CH:6]=[CH:5][C:4]=3[F:9])[CH:17]=2)[CH:23]=[CH:22][C:21]=1[F:24]. The yield is 0.810. (3) The reactants are [O:1]1[C:5]2[CH:6]=[CH:7][CH:8]=[CH:9][C:4]=2[CH:3]=[C:2]1[C:10]1[C:18]2[C:13](=[CH:14][CH:15]=[C:16]([C:19]([OH:21])=O)[CH:17]=2)[N:12](C2CCCCO2)[N:11]=1.F[P-](F)(F)(F)(F)F.N1(OC(N(C)C)=[N+](C)C)C2C=CC=CC=2N=N1.[CH3:52][N:53]([CH3:59])[CH2:54][CH2:55][CH2:56][CH2:57][NH2:58]. No catalyst specified. The product is [O:1]1[C:5]2[CH:6]=[CH:7][CH:8]=[CH:9][C:4]=2[CH:3]=[C:2]1[C:10]1[C:18]2[C:13](=[CH:14][CH:15]=[C:16]([C:19]([NH:58][CH2:57][CH2:56][CH2:55][CH2:54][N:53]([CH3:59])[CH3:52])=[O:21])[CH:17]=2)[NH:12][N:11]=1. The yield is 0.300. (4) The reactants are [OH:1]O.[CH3:3][O:4][C:5]1[CH:10]=[CH:9][C:8](B(O)O)=[C:7]([CH3:14])[N:6]=1.O. The catalyst is ClCCl. The product is [CH3:3][O:4][C:5]1[N:6]=[C:7]([CH3:14])[C:8]([OH:1])=[CH:9][CH:10]=1. The yield is 0.620.